This data is from Drug-target binding data from BindingDB using IC50 measurements. The task is: Regression. Given a target protein amino acid sequence and a drug SMILES string, predict the binding affinity score between them. We predict pIC50 (pIC50 = -log10(IC50 in M); higher means more potent). Dataset: bindingdb_ic50. (1) The drug is Cn1cc(-c2cccc(-c3ncc(-c4cnn(C)c4)c(N[C@H]4C[C@H](O)C4)n3)c2)cn1. The target protein sequence is RPFPFCWPLCEISRGTHNFSEELKIGEGGFGCVYRAVMRNTVYAVKRLKENADLEWTAVKQSFLTEVEQLSRFRHPNIVDFAGYCAQNGFYCLVYGFLPNGSLEDRLHCQTQACPPLSWPQRLDILLGTARAIQFLHQDSPSLIHGDIKSSNVLLDERLTPKLGDFGLARFSRFAGSSPSQSSMVARTQTVRGTLAYLPEEYIKTGRLAVDTDTFSFGVVVLETLAGQRAVKTHGARTKYLKDLVEEEAEEAGVALRSTQSTLQAGLAADAWAAPIAMQIYKKHLDPRPGPCPPELGLGLGQLACCCLHRRAKRRPPMTQVYERLEKLQAVVAGVPGHSEAASCIPPSPQENSYVSSTGRAHSGAAPWQPLAAPSGASAQAAEQLQRGPNQPVESDESLGGLSAALRSWHLTPSCPLDPAPLREAGCPQGDTAGESSWGSGPGSRPTAVEGLALGSSASSSSEPPQIIINPARQKMVQKLALYEDGALDSLQLLSSSSLP.... The pIC50 is 5.5. (2) The drug is C[n+]1c2n(c3ccccc31)N=C(c1ccc(Cl)cc1)CS2. The target is TRQARRNRRRRWRERQR. The pIC50 is 4.1. (3) The drug is Oc1ccc(CC=Nc2cc3c4c(c[nH]c4c2O)CCN3)cc1. The target protein sequence is MKKWTNRLMTIAGVVLILVAAYLFAKPHIDNYLHDKDKDEKIEQYDKNVKEQASKDKKQQAKPQIPKDKSKVAGYIEIPDADIKEPVYPGPATPEQLNRGVSFAEENESLDDQNISIAGHTFIDRPNYQFTNLKAAKKGSMVYFKVGNETRKYKMTSIRDVKPTDVGVLDEQKGKDKQLTLITCDDYNEKTGVWEKRKIFVATEVK. The pIC50 is 3.8. (4) The compound is Nc1cc(OCc2ccccc2)nc(N)n1. The target protein (P16455) has sequence MDKDCEMKRTTLDSPLGKLELSGCEQGLHEIKLLGKGTSAADAVEVPAPAAVLGGPEPLMQCTAWLNAYFHQPEAIEEFPVPALHHPVFQQESFTRQVLWKLLKVVKFGEVISYQQLAALAGNPKAARAVGGAMRGNPVPILIPCHRVVCSSGAVGNYSGGLAVKEWLLAHEGHRLGKPGLGGSSGLAGAWLKGAGATSGSPPAGRN. The pIC50 is 3.8.